From a dataset of NCI-60 drug combinations with 297,098 pairs across 59 cell lines. Regression. Given two drug SMILES strings and cell line genomic features, predict the synergy score measuring deviation from expected non-interaction effect. (1) Drug 1: CC(C1=C(C=CC(=C1Cl)F)Cl)OC2=C(N=CC(=C2)C3=CN(N=C3)C4CCNCC4)N. Drug 2: CC1CCC2CC(C(=CC=CC=CC(CC(C(=O)C(C(C(=CC(C(=O)CC(OC(=O)C3CCCCN3C(=O)C(=O)C1(O2)O)C(C)CC4CCC(C(C4)OC)O)C)C)O)OC)C)C)C)OC. Cell line: KM12. Synergy scores: CSS=36.8, Synergy_ZIP=4.32, Synergy_Bliss=2.97, Synergy_Loewe=2.88, Synergy_HSA=6.49. (2) Drug 1: CCN(CC)CCCC(C)NC1=C2C=C(C=CC2=NC3=C1C=CC(=C3)Cl)OC. Drug 2: CC(C)NC(=O)C1=CC=C(C=C1)CNNC.Cl. Cell line: SK-OV-3. Synergy scores: CSS=20.4, Synergy_ZIP=-1.76, Synergy_Bliss=10.1, Synergy_Loewe=-8.70, Synergy_HSA=3.81.